From a dataset of Full USPTO retrosynthesis dataset with 1.9M reactions from patents (1976-2016). Predict the reactants needed to synthesize the given product. Given the product [S:15]1[CH:16]=[CH:17][N:18]2[CH:2]=[C:3]([C:5]3[CH:12]=[CH:11][C:8]([CH:9]=[O:10])=[CH:7][CH:6]=3)[N:13]=[C:14]12, predict the reactants needed to synthesize it. The reactants are: Br[CH2:2][C:3]([C:5]1[CH:12]=[CH:11][C:8]([CH:9]=[O:10])=[CH:7][CH:6]=1)=O.[NH2:13][C:14]1[S:15][CH:16]=[CH:17][N:18]=1.